From a dataset of Forward reaction prediction with 1.9M reactions from USPTO patents (1976-2016). Predict the product of the given reaction. (1) Given the reactants [NH2:1][C:2]1[C:9]([N+:10]([O-:12])=[O:11])=[CH:8][C:7]([F:13])=[CH:6][C:3]=1[C:4]#[N:5].[OH2:14], predict the reaction product. The product is: [NH2:1][C:2]1[C:9]([N+:10]([O-:12])=[O:11])=[CH:8][C:7]([F:13])=[CH:6][C:3]=1[C:4]([NH2:5])=[O:14]. (2) Given the reactants [CH2:1]([O:3][C:4](=[O:18])[CH:5]([O:15][CH2:16][CH3:17])[CH:6]([C:8]1[CH:13]=[CH:12][C:11]([OH:14])=[CH:10][CH:9]=1)[CH3:7])[CH3:2].[CH3:19][S:20]([O:23][C:24]1[CH:29]=[CH:28][C:27]([CH2:30][CH2:31]CS([O-])(=O)=O)=[CH:26][CH:25]=1)(=[O:22])=[O:21], predict the reaction product. The product is: [CH2:1]([O:3][C:4](=[O:18])[CH:5]([O:15][CH2:16][CH3:17])[CH:6]([C:8]1[CH:9]=[CH:10][C:11]([O:14][CH2:31][CH2:30][C:27]2[CH:26]=[CH:25][C:24]([O:23][S:20]([CH3:19])(=[O:21])=[O:22])=[CH:29][CH:28]=2)=[CH:12][CH:13]=1)[CH3:7])[CH3:2]. (3) Given the reactants [Br:1][C:2]1[CH:7]=[CH:6][C:5]([NH:8][C:9]([C:11]2[CH:16]=[CH:15][CH:14]=[CH:13][C:12]=2[F:17])=S)=[CH:4][CH:3]=1.[NH2:18][NH2:19], predict the reaction product. The product is: [Br:1][C:2]1[CH:7]=[CH:6][C:5]([NH:8][C:9]([C:11]2[CH:16]=[CH:15][CH:14]=[CH:13][C:12]=2[F:17])=[N:18][NH2:19])=[CH:4][CH:3]=1. (4) Given the reactants C1N=CN(C(N2C=NC=C2)=O)C=1.[C:13]([NH:20][CH2:21][C:22]([OH:24])=O)([O:15][C:16]([CH3:19])([CH3:18])[CH3:17])=[O:14].[C:25]1([CH:31]2[NH:36][CH2:35][CH2:34][N:33]3[CH:37]=[CH:38][CH:39]=[C:32]23)[CH:30]=[CH:29][CH:28]=[CH:27][CH:26]=1.[N-]1C=CN=C1.C(NCC(O)=O)(OC(C)(C)C)=O, predict the reaction product. The product is: [O:24]=[C:22]([N:36]1[CH2:35][CH2:34][N:33]2[CH:37]=[CH:38][CH:39]=[C:32]2[CH:31]1[C:25]1[CH:26]=[CH:27][CH:28]=[CH:29][CH:30]=1)[CH2:21][NH:20][C:13](=[O:14])[O:15][C:16]([CH3:17])([CH3:18])[CH3:19]. (5) Given the reactants [Cl:1][C:2]1[CH:7]=[C:6]([F:8])[CH:5]=[CH:4][C:3]=1[SH:9].FC(F)(F)C(O)=O.[C:17]1([C:23]([C:31]2[CH:36]=[CH:35][CH:34]=[CH:33][CH:32]=2)([C:25]2[CH:30]=[CH:29][CH:28]=[CH:27][CH:26]=2)O)[CH:22]=[CH:21][CH:20]=[CH:19][CH:18]=1, predict the reaction product. The product is: [Cl:1][C:2]1[CH:7]=[C:6]([F:8])[CH:5]=[CH:4][C:3]=1[S:9][C:23]([C:17]1[CH:22]=[CH:21][CH:20]=[CH:19][CH:18]=1)([C:31]1[CH:32]=[CH:33][CH:34]=[CH:35][CH:36]=1)[C:25]1[CH:26]=[CH:27][CH:28]=[CH:29][CH:30]=1. (6) Given the reactants [CH:1]1[C:10]2[C:5](=[CH:6][CH:7]=[CH:8][CH:9]=2)[CH:4]=[C:3]([C:11]([OH:13])=O)[N:2]=1.CN(C(ON1N=NC2C=CC=CC1=2)=[N+](C)C)C.F[P-](F)(F)(F)(F)F.CCN(C(C)C)C(C)C.[CH3:47][O:48][C:49]([C:51]1[C:59]2[N:58]=[C:57]([NH2:60])[N:56]([CH2:61][C:62]3[CH:67]=[CH:66][CH:65]=[CH:64][CH:63]=3)[C:55]=2[CH:54]=[CH:53][CH:52]=1)=[O:50], predict the reaction product. The product is: [CH3:47][O:48][C:49]([C:51]1[C:59]2[N:58]=[C:57]([NH:60][C:11]([C:3]3[N:2]=[CH:1][C:10]4[C:5]([CH:4]=3)=[CH:6][CH:7]=[CH:8][CH:9]=4)=[O:13])[N:56]([CH2:61][C:62]3[CH:67]=[CH:66][CH:65]=[CH:64][CH:63]=3)[C:55]=2[CH:54]=[CH:53][CH:52]=1)=[O:50]. (7) Given the reactants [F:1][C:2]([F:26])([F:25])[C:3]1[CH:4]=[C:5]([C:9]2[O:13][N:12]=[C:11]([CH2:14][N:15]3[CH:19]=[C:18]([C:20]([O:22]CC)=[O:21])[CH:17]=[N:16]3)[N:10]=2)[CH:6]=[CH:7][CH:8]=1.[OH-].[Li+], predict the reaction product. The product is: [F:26][C:2]([F:1])([F:25])[C:3]1[CH:4]=[C:5]([C:9]2[O:13][N:12]=[C:11]([CH2:14][N:15]3[CH:19]=[C:18]([C:20]([OH:22])=[O:21])[CH:17]=[N:16]3)[N:10]=2)[CH:6]=[CH:7][CH:8]=1. (8) The product is: [Cl:3][C:4]1[CH:13]=[CH:12][C:11]2[C:6](=[CH:7][CH:8]=[C:25]([N:23]([CH3:24])[CH3:22])[CH:10]=2)[N:5]=1. Given the reactants CI.[Cl:3][C:4]1[CH:13]=[CH:12][C:11]2[C:6](=[CH:7][CH:8]=C(N)[CH:10]=2)[N:5]=1.C([O-])([O-])=O.[K+].[K+].O.[CH3:22][N:23]([CH:25]=O)[CH3:24], predict the reaction product.